This data is from Full USPTO retrosynthesis dataset with 1.9M reactions from patents (1976-2016). The task is: Predict the reactants needed to synthesize the given product. Given the product [Cl:1][C:2]1[C:3]([F:9])=[CH:4][C:5]([O:8][CH3:12])=[CH:6][N:7]=1, predict the reactants needed to synthesize it. The reactants are: [Cl:1][C:2]1[N:7]=[CH:6][C:5]([OH:8])=[CH:4][C:3]=1[F:9].CI.[C:12](=O)([O-])[O-].[K+].[K+].